This data is from Reaction yield outcomes from USPTO patents with 853,638 reactions. The task is: Predict the reaction yield, written as a fraction of the theoretical maximum amount of product (1.0 means a 100% yield; for example, 0.34 means a 34% yield). (1) The product is [Br:1][C:2]1[C:19]([O:20][CH3:21])=[CH:18][C:5]2[CH2:6][CH2:7][C:8]3[C:12]([C:4]=2[CH:3]=1)=[N:11][N:10]([CH2:38][CH2:37][CH2:36][NH:35][C:28]([O:30][C:31]([CH3:32])([CH3:34])[CH3:33])=[O:29])[C:9]=3[C:13]([O:15][CH2:16][CH3:17])=[O:14]. The reactants are [Br:1][C:2]1[C:19]([O:20][CH3:21])=[CH:18][C:5]2[CH2:6][CH2:7][C:8]3[C:12]([C:4]=2[CH:3]=1)=[N:11][NH:10][C:9]=3[C:13]([O:15][CH2:16][CH3:17])=[O:14].CC(C)([O-])C.[Li+].[C:28]([NH:35][CH2:36][CH2:37][CH2:38]Br)([O:30][C:31]([CH3:34])([CH3:33])[CH3:32])=[O:29]. The catalyst is CN(C=O)C.C1COCC1. The yield is 0.580. (2) The reactants are [O:1]=[S:2]1(=[O:18])[C:7]2[CH:8]=[C:9]([NH:12][S:13]([CH3:16])(=[O:15])=[O:14])[CH:10]=[CH:11][C:6]=2[NH:5]C(=O)[NH:3]1. The catalyst is Cl.O. The product is [NH2:5][C:6]1[CH:11]=[CH:10][C:9]([NH:12][S:13]([CH3:16])(=[O:14])=[O:15])=[CH:8][C:7]=1[S:2]([NH2:3])(=[O:1])=[O:18]. The yield is 0.450. (3) The reactants are [CH2:1]([O:3][C:4]([C:6]1[CH2:10][C:9]([O-:11])=[C:8](C(OC)=O)[C:7]=1[CH3:16])=[O:5])[CH3:2].[Na+].[Cl-].[K+].CC(O)=O.C([O-])(O)=O.[Na+]. The catalyst is C1(C)C=CC=CC=1.O. The product is [CH3:16][C:7]1[CH:6]([C:4]([O:3][CH2:1][CH3:2])=[O:5])[CH2:10][C:9](=[O:11])[CH:8]=1. The yield is 0.690.